Dataset: NCI-60 drug combinations with 297,098 pairs across 59 cell lines. Task: Regression. Given two drug SMILES strings and cell line genomic features, predict the synergy score measuring deviation from expected non-interaction effect. (1) Drug 1: CN(CCCl)CCCl.Cl. Drug 2: CC1CCCC2(C(O2)CC(NC(=O)CC(C(C(=O)C(C1O)C)(C)C)O)C(=CC3=CSC(=N3)C)C)C. Cell line: SF-268. Synergy scores: CSS=26.6, Synergy_ZIP=-5.98, Synergy_Bliss=-5.42, Synergy_Loewe=-17.5, Synergy_HSA=-5.89. (2) Drug 1: C1=CC(=CC=C1CC(C(=O)O)N)N(CCCl)CCCl.Cl. Drug 2: C1=CN(C=N1)CC(O)(P(=O)(O)O)P(=O)(O)O. Synergy scores: CSS=33.5, Synergy_ZIP=-4.60, Synergy_Bliss=-7.74, Synergy_Loewe=-27.8, Synergy_HSA=-6.24. Cell line: SR. (3) Drug 1: C1CN(CCN1C(=O)CCBr)C(=O)CCBr. Drug 2: COC1=C2C(=CC3=C1OC=C3)C=CC(=O)O2. Cell line: SF-539. Synergy scores: CSS=73.0, Synergy_ZIP=2.44, Synergy_Bliss=0.689, Synergy_Loewe=-5.06, Synergy_HSA=2.51. (4) Drug 1: C1CCN(CC1)CCOC2=CC=C(C=C2)C(=O)C3=C(SC4=C3C=CC(=C4)O)C5=CC=C(C=C5)O. Drug 2: C1CNP(=O)(OC1)N(CCCl)CCCl. Cell line: MALME-3M. Synergy scores: CSS=3.27, Synergy_ZIP=0.583, Synergy_Bliss=1.13, Synergy_Loewe=-0.886, Synergy_HSA=-1.99. (5) Drug 1: C1CN1C2=NC(=NC(=N2)N3CC3)N4CC4. Drug 2: C(=O)(N)NO. Cell line: OVCAR-4. Synergy scores: CSS=10.0, Synergy_ZIP=-1.62, Synergy_Bliss=4.26, Synergy_Loewe=-5.02, Synergy_HSA=1.12. (6) Drug 1: C1CC(C1)(C(=O)O)C(=O)O.[NH2-].[NH2-].[Pt+2]. Drug 2: CC1=C(C(=CC=C1)Cl)NC(=O)C2=CN=C(S2)NC3=CC(=NC(=N3)C)N4CCN(CC4)CCO. Cell line: RXF 393. Synergy scores: CSS=7.20, Synergy_ZIP=2.67, Synergy_Bliss=4.37, Synergy_Loewe=-6.13, Synergy_HSA=-1.18. (7) Drug 1: CN1CCC(CC1)COC2=C(C=C3C(=C2)N=CN=C3NC4=C(C=C(C=C4)Br)F)OC. Drug 2: CCC1(CC2CC(C3=C(CCN(C2)C1)C4=CC=CC=C4N3)(C5=C(C=C6C(=C5)C78CCN9C7C(C=CC9)(C(C(C8N6C)(C(=O)OC)O)OC(=O)C)CC)OC)C(=O)OC)O.OS(=O)(=O)O. Cell line: SF-539. Synergy scores: CSS=67.5, Synergy_ZIP=9.31, Synergy_Bliss=10.3, Synergy_Loewe=2.15, Synergy_HSA=12.0. (8) Drug 1: CC(C1=C(C=CC(=C1Cl)F)Cl)OC2=C(N=CC(=C2)C3=CN(N=C3)C4CCNCC4)N. Synergy scores: CSS=4.08, Synergy_ZIP=-1.31, Synergy_Bliss=-0.193, Synergy_Loewe=-1.15, Synergy_HSA=-0.589. Drug 2: C1=CC(=CC=C1CCCC(=O)O)N(CCCl)CCCl. Cell line: UACC-257.